Task: Predict which catalyst facilitates the given reaction.. Dataset: Catalyst prediction with 721,799 reactions and 888 catalyst types from USPTO (1) Reactant: C1([O:7][C:8]2C=CC=CC=2)C=CC=CC=1.C([N:18](CCCC)CCCC)CCC.[C:27](/[C:29](/[C:36]1[CH:40]=[CH:39][S:38][CH:37]=1)=[CH:30]\C(N=[N+]=[N-])=O)#[N:28].CCCCCC. Product: [O:7]=[C:8]1[C:37]2[S:38][CH:39]=[CH:40][C:36]=2[C:29]([C:27]#[N:28])=[CH:30][NH:18]1. The catalyst class is: 2. (2) Reactant: [NH2:1][C:2]1[C:10]2[C:9]([C:11]3[CH:16]=[CH:15][CH:14]=[C:13]([NH2:17])[CH:12]=3)=[N:8][CH:7]=[N:6][C:5]=2[S:4][C:3]=1[C:18]([NH2:20])=[O:19].[F:21][C:22]([F:33])([F:32])[C:23]1[C:24]([N:29]=[C:30]=[O:31])=[CH:25][CH:26]=[CH:27][CH:28]=1. Product: [NH2:1][C:2]1[C:10]2[C:9]([C:11]3[CH:16]=[CH:15][CH:14]=[C:13]([NH:17][C:30]([NH:29][C:24]4[CH:25]=[CH:26][CH:27]=[CH:28][C:23]=4[C:22]([F:21])([F:32])[F:33])=[O:31])[CH:12]=3)=[N:8][CH:7]=[N:6][C:5]=2[S:4][C:3]=1[C:18]([NH2:20])=[O:19]. The catalyst class is: 774.